Dataset: Forward reaction prediction with 1.9M reactions from USPTO patents (1976-2016). Task: Predict the product of the given reaction. (1) Given the reactants [OH:1][C:2]1[CH:3]=[C:4]([CH2:9][C@H:10]([NH:27]C(OC(C)(C)C)=O)[C:11]([O:13][CH2:14][CH:15]([OH:26])[CH2:16][O:17][C:18]([C:20]2[CH:25]=[CH:24][CH:23]=[CH:22][CH:21]=2)=[O:19])=[O:12])[CH:5]=[CH:6][C:7]=1[OH:8].[ClH:35], predict the reaction product. The product is: [ClH:35].[NH2:27][C@@H:10]([CH2:9][C:4]1[CH:5]=[CH:6][C:7]([OH:8])=[C:2]([OH:1])[CH:3]=1)[C:11]([O:13][CH2:14][CH:15]([OH:26])[CH2:16][O:17][C:18]([C:20]1[CH:25]=[CH:24][CH:23]=[CH:22][CH:21]=1)=[O:19])=[O:12]. (2) Given the reactants [CH2:1]([O:3][C:4]([C:6]1[C:7](N)=[N:8][C:9]2[C:14]([CH:15]=1)=[CH:13][CH:12]=[CH:11][CH:10]=2)=[O:5])[CH3:2].[N:17]1C=CC=CC=1.[F:23][C:24]([F:41])([F:40])[C:25]1[CH:30]=[CH:29][C:28]([C:31]2[C:32]([C:37](Cl)=[O:38])=[CH:33][CH:34]=[CH:35][CH:36]=2)=[CH:27][CH:26]=1, predict the reaction product. The product is: [CH2:1]([O:3][C:4]([C:6]1[CH:7]=[N:8][C:9]2[C:14]([CH:15]=1)=[CH:13][CH:12]=[C:11]([NH:17][C:37]([C:32]1[C:31]([C:28]3[CH:29]=[CH:30][C:25]([C:24]([F:41])([F:40])[F:23])=[CH:26][CH:27]=3)=[CH:36][CH:35]=[CH:34][CH:33]=1)=[O:38])[CH:10]=2)=[O:5])[CH3:2]. (3) Given the reactants Br[C:2]1[CH:23]=[CH:22][C:5]([C:6]([NH:8][S:9]([C:12]2[CH:17]=[CH:16][CH:15]=[CH:14][C:13]=2[S:18](=[O:21])(=[O:20])[NH2:19])(=[O:11])=[O:10])=[O:7])=[CH:4][C:3]=1[O:24][CH:25]([CH3:27])[CH3:26].[CH3:28][C:29]([CH3:42])([CH3:41])[C:30]#[C:31]B(OC(C)C)OC(C)C, predict the reaction product. The product is: [CH3:28][C:29]([CH3:42])([CH3:41])[C:30]#[C:31][C:2]1[CH:23]=[CH:22][C:5]([C:6]([NH:8][S:9]([C:12]2[CH:17]=[CH:16][CH:15]=[CH:14][C:13]=2[S:18](=[O:21])(=[O:20])[NH2:19])(=[O:11])=[O:10])=[O:7])=[CH:4][C:3]=1[O:24][CH:25]([CH3:27])[CH3:26]. (4) Given the reactants [NH:1]1[C:9]2[C:4](=[CH:5][CH:6]=[CH:7][C:8]=2[C:10]([OH:12])=O)[CH:3]=[CH:2]1.[CH2:13]([NH:15][CH2:16][CH3:17])[CH3:14].Cl.C(N=C=NCCCN(C)C)C.ON1C2C=CC=CC=2N=N1.C(N(CC)CC)C, predict the reaction product. The product is: [CH2:13]([N:15]([CH2:16][CH3:17])[C:10]([C:8]1[CH:7]=[CH:6][CH:5]=[C:4]2[C:9]=1[NH:1][CH:2]=[CH:3]2)=[O:12])[CH3:14]. (5) Given the reactants C([Sn](CCCC)(CCCC)[C:6]1[CH:11]=[N:10][CH:9]=[CH:8][N:7]=1)CCC.[NH2:20][C:21]1[O:22][CH2:23][C@:24]2([N:47]=1)[C:37]1[CH:36]=[C:35](Br)[CH:34]=[CH:33][C:32]=1[O:31][C:30]1[C:25]2=[CH:26][C:27]([O:40][CH2:41][C:42]([CH3:46])([CH3:45])[C:43]#[N:44])=[CH:28][C:29]=1[F:39], predict the reaction product. The product is: [NH2:20][C:21]1[O:22][CH2:23][C@:24]2([N:47]=1)[C:37]1[CH:36]=[C:35]([C:6]3[CH:11]=[N:10][CH:9]=[CH:8][N:7]=3)[CH:34]=[CH:33][C:32]=1[O:31][C:30]1[C:25]2=[CH:26][C:27]([O:40][CH2:41][C:42]([CH3:45])([CH3:46])[C:43]#[N:44])=[CH:28][C:29]=1[F:39]. (6) Given the reactants [CH2:1]([OH:10])[CH2:2][CH2:3][CH2:4][CH2:5][CH2:6][CH2:7][CH2:8][OH:9].[O-:11][S:12]([C:15]([F:18])(F)[F:16])(=[O:14])=[O:13].C1([NH2+][C:26]2[CH:31]=[CH:30][CH:29]=[CH:28][CH:27]=2)C=CC=CC=1.Cl[C:33]1[CH:38]=[CH:37][CH:36]=[CH:35][CH:34]=1.O.[O:40]1CCC[CH2:41]1, predict the reaction product. The product is: [OH:9][CH2:8][CH2:7][CH2:6][CH2:5][CH2:4][CH2:3][CH2:2][CH2:1][O:10][C:41]([C:15]([F:18])([F:16])[S:12]([O-:11])(=[O:14])=[O:13])=[O:40].[C:33]1([S+:12]([C:3]2[CH:4]=[CH:5][CH:6]=[CH:7][CH:8]=2)[C:26]2[CH:27]=[CH:28][CH:29]=[CH:30][CH:31]=2)[CH:38]=[CH:37][CH:36]=[CH:35][CH:34]=1. (7) Given the reactants C(O)(C(F)(F)F)=O.C([O:12][C:13](=[O:36])[CH:14]([CH3:35])[C:15]([NH:17][CH:18]1[C:24](=[O:25])[N:23]([CH3:26])[C:22]2[CH:27]=[CH:28][CH:29]=[CH:30][C:21]=2[C:20]2[CH:31]=[CH:32][CH:33]=[CH:34][C:19]1=2)=[O:16])(C)(C)C, predict the reaction product. The product is: [CH3:35][CH:14]([C:15]([NH:17][CH:18]1[C:24](=[O:25])[N:23]([CH3:26])[C:22]2[CH:27]=[CH:28][CH:29]=[CH:30][C:21]=2[C:20]2[CH:31]=[CH:32][CH:33]=[CH:34][C:19]1=2)=[O:16])[C:13]([OH:36])=[O:12]. (8) Given the reactants Cl.[N:2]1[CH:3]=[C:4]([C:11]2[C:12](=[O:32])[NH:13][C:14](=[O:31])[C:15]=2[C:16]2[C:24]3[C:19](=[CH:20][CH:21]=[CH:22][CH:23]=3)[N:18]([CH:25]3[CH2:30][CH2:29][NH:28][CH2:27][CH2:26]3)[CH:17]=2)[N:5]2[CH:10]=[CH:9][CH:8]=[CH:7][C:6]=12.Cl.[C:34](O[C:34](=[O:37])[CH2:35][CH3:36])(=[O:37])[CH2:35][CH3:36].C(N(CC)CC)C, predict the reaction product. The product is: [N:2]1[CH:3]=[C:4]([C:11]2[C:12](=[O:32])[NH:13][C:14](=[O:31])[C:15]=2[C:16]2[C:24]3[C:19](=[CH:20][CH:21]=[CH:22][CH:23]=3)[N:18]([CH:25]3[CH2:30][CH2:29][N:28]([C:34](=[O:37])[CH2:35][CH3:36])[CH2:27][CH2:26]3)[CH:17]=2)[N:5]2[CH:10]=[CH:9][CH:8]=[CH:7][C:6]=12. (9) Given the reactants [Cl:1][C:2]1[CH:7]=[CH:6][C:5]([N:8]2[CH:12]=[C:11]([CH2:13][OH:14])[N:10]=[N:9]2)=[C:4]([C:15]2[CH:20]=[C:19]([O:21][CH3:22])[N:18]=[CH:17][N:16]=2)[C:3]=1[F:23].O.C([O-])(O)=O.[Na+], predict the reaction product. The product is: [Cl:1][C:2]1[CH:7]=[CH:6][C:5]([N:8]2[CH:12]=[C:11]([CH:13]=[O:14])[N:10]=[N:9]2)=[C:4]([C:15]2[CH:20]=[C:19]([O:21][CH3:22])[N:18]=[CH:17][N:16]=2)[C:3]=1[F:23]. (10) Given the reactants [NH2:1][C:2]1[CH:7]=[CH:6][CH:5]=[CH:4][C:3]=1[CH:8]1[N:13]2[N:14]=[C:15]([C:20]3[CH:25]=[CH:24][C:23]([O:26][C:27]4[CH:32]=[CH:31][C:30]([F:33])=[CH:29][CH:28]=4)=[CH:22][CH:21]=3)[C:16]([C:17]([NH2:19])=[O:18])=[C:12]2[NH:11][CH2:10][CH2:9]1.[C:34](Cl)(=[O:37])[CH:35]=[CH2:36], predict the reaction product. The product is: [C:34]([NH:1][C:2]1[CH:7]=[CH:6][CH:5]=[CH:4][C:3]=1[CH:8]1[N:13]2[N:14]=[C:15]([C:20]3[CH:25]=[CH:24][C:23]([O:26][C:27]4[CH:28]=[CH:29][C:30]([F:33])=[CH:31][CH:32]=4)=[CH:22][CH:21]=3)[C:16]([C:17]([NH2:19])=[O:18])=[C:12]2[NH:11][CH2:10][CH2:9]1)(=[O:37])[CH:35]=[CH2:36].